This data is from Full USPTO retrosynthesis dataset with 1.9M reactions from patents (1976-2016). The task is: Predict the reactants needed to synthesize the given product. (1) Given the product [CH:1]1[C:10]2[C:5](=[CH:6][CH:7]=[CH:8][CH:9]=2)[CH:4]=[CH:3][C:2]=1[NH:11][C:12](=[O:32])[O:13][CH2:14][C@H:15]1[CH2:19][C@@H:18]([NH:20][S:21]([C:24]2[CH:29]=[C:28]([Br:30])[CH:27]=[CH:26][C:25]=2[Br:31])(=[O:22])=[O:23])[CH2:17][N:16]1[C:34]#[N:35], predict the reactants needed to synthesize it. The reactants are: [CH:1]1[C:10]2[C:5](=[CH:6][CH:7]=[CH:8][CH:9]=2)[CH:4]=[CH:3][C:2]=1[NH:11][C:12](=[O:32])[O:13][CH2:14][C@H:15]1[CH2:19][C@@H:18]([NH:20][S:21]([C:24]2[CH:29]=[C:28]([Br:30])[CH:27]=[CH:26][C:25]=2[Br:31])(=[O:23])=[O:22])[CH2:17][NH:16]1.C[CH2:34][N:35](C(C)C)C(C)C.BrC#N.C(O)C(N)(CO)CO. (2) Given the product [Cl:32][C:7]1[CH:6]=[C:5]([CH2:4][C:3]([OH:33])=[O:2])[CH:10]=[C:9]([O:11][C:12]2[CH:17]=[CH:16][C:15]([NH:18][C:19](=[O:24])[C:20]([CH3:23])([CH3:22])[CH3:21])=[CH:14][C:13]=2[CH2:25][S:26][CH2:27][C:28]([F:30])([F:31])[F:29])[CH:8]=1, predict the reactants needed to synthesize it. The reactants are: C[O:2][C:3](=[O:33])[CH2:4][C:5]1[CH:10]=[C:9]([O:11][C:12]2[CH:17]=[CH:16][C:15]([NH:18][C:19](=[O:24])[C:20]([CH3:23])([CH3:22])[CH3:21])=[CH:14][C:13]=2[CH2:25][S:26][CH2:27][C:28]([F:31])([F:30])[F:29])[CH:8]=[C:7]([Cl:32])[CH:6]=1.[OH-].[Li+].Cl. (3) Given the product [NH2:19][C:20]1[CH:25]=[CH:24][C:23]([C:2]2[CH:18]=[CH:17][C:5]([C:6]([C@@H:8]3[CH2:12][CH2:11][CH2:10][C@H:9]3[C:13]([O:15][CH3:16])=[O:14])=[O:7])=[CH:4][CH:3]=2)=[CH:22][CH:21]=1, predict the reactants needed to synthesize it. The reactants are: Br[C:2]1[CH:18]=[CH:17][C:5]([C:6]([C@@H:8]2[CH2:12][CH2:11][CH2:10][C@H:9]2[C:13]([O:15][CH3:16])=[O:14])=[O:7])=[CH:4][CH:3]=1.[NH2:19][C:20]1[CH:25]=[CH:24][C:23](B(O)O)=[CH:22][CH:21]=1.C([O-])([O-])=O.[Na+].[Na+].ClCCl. (4) The reactants are: [H-].[Na+].[CH3:3][N:4]1[C:12]2[C:7](=[CH:8][CH:9]=[CH:10][CH:11]=2)[CH2:6][C:5]1=[O:13].Br[CH:15](Br)[CH3:16].O. Given the product [CH3:3][N:4]1[C:12]2[C:7](=[CH:8][CH:9]=[CH:10][CH:11]=2)[C:6]2([CH2:16][CH2:15]2)[C:5]1=[O:13], predict the reactants needed to synthesize it. (5) Given the product [C:14]([C:16]1[CH:38]=[CH:37][C:19]2[NH:20][C:21]([C:23]3[C:35]4[C:34]5[C:29](=[CH:30][CH:31]=[CH:32][CH:33]=5)[C:28](=[O:36])[C:27]=4[CH:26]=[CH:25][CH:24]=3)=[N:22][C:18]=2[CH:17]=1)([OH:15])=[O:13], predict the reactants needed to synthesize it. The reactants are: [OH-].[Li+].O.Cl.C(OC(C)C)(C)C.C[O:13][C:14]([C:16]1[CH:38]=[CH:37][C:19]2[NH:20][C:21]([C:23]3[C:35]4[C:34]5[C:29](=[CH:30][CH:31]=[CH:32][CH:33]=5)[C:28](=[O:36])[C:27]=4[CH:26]=[CH:25][CH:24]=3)=[N:22][C:18]=2[CH:17]=1)=[O:15]. (6) Given the product [C:4]([CH2:5][C:6]1[C:14]([C:15]([OH:17])=[O:16])=[C:9]2[CH:10]=[CH:11][CH:12]=[CH:13][N:8]2[N:7]=1)([OH:20])=[O:3], predict the reactants needed to synthesize it. The reactants are: C([O:3][C:4](=[O:20])[CH2:5][C:6]1[C:14]([C:15]([O:17]CC)=[O:16])=[C:9]2[CH:10]=[CH:11][CH:12]=[CH:13][N:8]2[N:7]=1)C.[I-].N[N+]1C=CC=CC=1.O=C(CC(OCC)=O)CC(OCC)=O.[OH-].[Na+]. (7) Given the product [CH:14]1([C:12]([C:6]2[CH:7]=[N:8][C:9]3[C:4]([C:5]=2[NH:17][CH:18]2[CH2:23][CH2:22][C:21]([N:25]([CH2:26][CH:27]=[CH2:28])[CH2:29][CH:30]=[CH2:31])([CH3:24])[CH2:20][CH2:19]2)=[CH:3][C:2]([C:37]2[CH:38]=[C:33]([Cl:32])[C:34]([OH:49])=[C:35]([Cl:48])[CH:36]=2)=[CH:11][CH:10]=3)=[O:13])[CH2:15][CH2:16]1, predict the reactants needed to synthesize it. The reactants are: Br[C:2]1[CH:3]=[C:4]2[C:9](=[CH:10][CH:11]=1)[N:8]=[CH:7][C:6]([C:12]([CH:14]1[CH2:16][CH2:15]1)=[O:13])=[C:5]2[NH:17][CH:18]1[CH2:23][CH2:22][C:21]([N:25]([CH2:29][CH:30]=[CH2:31])[CH2:26][CH:27]=[CH2:28])([CH3:24])[CH2:20][CH2:19]1.[Cl:32][C:33]1[CH:38]=[C:37](B2OC(C)(C)C(C)(C)O2)[CH:36]=[C:35]([Cl:48])[C:34]=1[OH:49].